From a dataset of Catalyst prediction with 721,799 reactions and 888 catalyst types from USPTO. Predict which catalyst facilitates the given reaction. (1) Reactant: [C:1]([C:3]1[CH:12]=[CH:11][C:6]([C:7]([O:9][CH3:10])=[O:8])=[CH:5][C:4]=1[O:13][CH3:14])#[N:2].[NH2:15][OH:16]. Product: [NH2:2][C:1](=[N:15][OH:16])[C:3]1[CH:12]=[CH:11][C:6]([C:7]([O:9][CH3:10])=[O:8])=[CH:5][C:4]=1[O:13][CH3:14]. The catalyst class is: 14. (2) Reactant: [Cl:1][C:2]1[CH:7]=[CH:6][CH:5]=[CH:4][C:3]=1[CH2:8][C:9]([OH:11])=[O:10].[N+:12]([O-])([OH:14])=[O:13]. Product: [Cl:1][C:2]1[CH:7]=[CH:6][C:5]([N+:12]([O-:14])=[O:13])=[CH:4][C:3]=1[CH2:8][C:9]([OH:11])=[O:10]. The catalyst class is: 82.